From a dataset of Full USPTO retrosynthesis dataset with 1.9M reactions from patents (1976-2016). Predict the reactants needed to synthesize the given product. (1) Given the product [Si:1]([O:18][CH2:19][C:20]1[CH:29]=[CH:28][C:23]2[N:24]([CH2:37][CH2:38][OH:39])[C:25](=[O:27])[O:26][C:22]=2[CH:21]=1)([C:14]([CH3:17])([CH3:15])[CH3:16])([C:8]1[CH:9]=[CH:10][CH:11]=[CH:12][CH:13]=1)[C:2]1[CH:7]=[CH:6][CH:5]=[CH:4][CH:3]=1, predict the reactants needed to synthesize it. The reactants are: [Si:1]([O:18][CH2:19][C:20]1[CH:29]=[CH:28][C:23]2[NH:24][C:25](=[O:27])[O:26][C:22]=2[CH:21]=1)([C:14]([CH3:17])([CH3:16])[CH3:15])([C:8]1[CH:13]=[CH:12][CH:11]=[CH:10][CH:9]=1)[C:2]1[CH:7]=[CH:6][CH:5]=[CH:4][CH:3]=1.C(=O)([O-])[O-].[K+].[K+].Br[CH2:37][CH2:38][OH:39].C(Cl)Cl. (2) The reactants are: C[O:2][C:3](=[O:37])[C:4]1[CH:9]=[CH:8][CH:7]=[CH:6][C:5]=1[O:10][CH2:11][C:12]([O:35][CH3:36])([C:16]1[CH:21]=[CH:20][CH:19]=[C:18](/[CH:22]=[CH:23]/[C:24]2[CH:33]=[CH:32][C:31]3[C:26](=[CH:27][C:28]([Cl:34])=[CH:29][CH:30]=3)[N:25]=2)[CH:17]=1)[CH:13]1[CH2:15][CH2:14]1.[OH-].C([N+](CCCC)(CCCC)CCCC)CCC. Given the product [Cl:34][C:28]1[CH:27]=[C:26]2[C:31]([CH:32]=[CH:33][C:24](/[CH:23]=[CH:22]/[C:18]3[CH:17]=[C:16]([C:12]([O:35][CH3:36])([CH:13]4[CH2:15][CH2:14]4)[CH2:11][O:10][C:5]4[CH:6]=[CH:7][CH:8]=[CH:9][C:4]=4[C:3]([OH:37])=[O:2])[CH:21]=[CH:20][CH:19]=3)=[N:25]2)=[CH:30][CH:29]=1, predict the reactants needed to synthesize it.